This data is from Peptide-MHC class I binding affinity with 185,985 pairs from IEDB/IMGT. The task is: Regression. Given a peptide amino acid sequence and an MHC pseudo amino acid sequence, predict their binding affinity value. This is MHC class I binding data. The peptide sequence is TRSFTTHFL. The MHC is HLA-A26:01 with pseudo-sequence HLA-A26:01. The binding affinity (normalized) is 0.0847.